Dataset: TCR-epitope binding with 47,182 pairs between 192 epitopes and 23,139 TCRs. Task: Binary Classification. Given a T-cell receptor sequence (or CDR3 region) and an epitope sequence, predict whether binding occurs between them. (1) The epitope is HTTDPSFLGRY. The TCR CDR3 sequence is CASSYSNWPNTGELFF. Result: 1 (the TCR binds to the epitope). (2) The epitope is FTISVTTEIL. The TCR CDR3 sequence is CSARQGQGFLYEQYF. Result: 0 (the TCR does not bind to the epitope). (3) The epitope is TLIGDCATV. The TCR CDR3 sequence is CASSLDSRVLEQYF. Result: 1 (the TCR binds to the epitope). (4) The epitope is GILGFVFTL. The TCR CDR3 sequence is CASSGTSGGYEQYF. Result: 1 (the TCR binds to the epitope). (5) The epitope is VLWAHGFEL. The TCR CDR3 sequence is CASSQAPGRVSDTQYF. Result: 0 (the TCR does not bind to the epitope). (6) The epitope is YLNTLTLAV. The TCR CDR3 sequence is CAISEWTVNTEAFF. Result: 1 (the TCR binds to the epitope). (7) The epitope is KAYNVTQAF. The TCR CDR3 sequence is CASSWGEIAGESYNEQFF. Result: 1 (the TCR binds to the epitope). (8) The epitope is ISPRTLNAW. The TCR CDR3 sequence is CASSARLAGGYEQYF. Result: 0 (the TCR does not bind to the epitope).